From a dataset of Reaction yield outcomes from USPTO patents with 853,638 reactions. Predict the reaction yield, written as a fraction of the theoretical maximum amount of product (1.0 means a 100% yield; for example, 0.34 means a 34% yield). (1) The reactants are [F:1][C:2]([F:6])([F:5])[CH2:3][OH:4].Cl[C:8]1[N:9]=[C:10]([OH:18])[C:11]2[CH:17]=[CH:16][N:15]=[CH:14][C:12]=2[N:13]=1. No catalyst specified. The product is [F:1][C:2]([F:6])([F:5])[CH2:3][O:4][C:8]1[N:9]=[C:10]([OH:18])[C:11]2[CH:17]=[CH:16][N:15]=[CH:14][C:12]=2[N:13]=1. The yield is 0.480. (2) The product is [F:24][CH:2]([F:1])[C:3]1[N:8]2[N:9]=[CH:10][C:11]([C:12]#[C:13][C:26]3[CH:27]=[C:28]([S:32]([NH:35][C:36]([CH2:40][OH:41])([CH3:39])[CH2:37][OH:38])(=[O:34])=[O:33])[CH:29]=[CH:30][CH:31]=3)=[C:7]2[N:6]=[C:5]([C:14]2[CH:19]=[CH:18][C:17]([C:20]([F:23])([F:22])[F:21])=[CH:16][CH:15]=2)[CH:4]=1. The yield is 0.410. No catalyst specified. The reactants are [F:1][CH:2]([F:24])[C:3]1[N:8]2[N:9]=[CH:10][C:11]([C:12]#[CH:13])=[C:7]2[N:6]=[C:5]([C:14]2[CH:19]=[CH:18][C:17]([C:20]([F:23])([F:22])[F:21])=[CH:16][CH:15]=2)[CH:4]=1.Br[C:26]1[CH:27]=[C:28]([S:32]([NH:35][C:36]([CH2:40][OH:41])([CH3:39])[CH2:37][OH:38])(=[O:34])=[O:33])[CH:29]=[CH:30][CH:31]=1. (3) The reactants are [CH3:1][O:2][C:3]1[CH:4]=[C:5]2[C:10](=[CH:11][C:12]=1[O:13][CH3:14])[N:9]=[CH:8][N:7]=[C:6]2[CH:15]1[CH2:20][CH2:19][NH:18][CH2:17][CH2:16]1.[N:21]([C:24]1[CH:29]=[CH:28][C:27]([CH3:30])=[CH:26][CH:25]=1)=[C:22]=[O:23]. The catalyst is CN(C=O)C. The product is [C:27]1([CH3:30])[CH:28]=[CH:29][C:24]([NH:21][C:22]([N:18]2[CH2:19][CH2:20][CH:15]([C:6]3[C:5]4[C:10](=[CH:11][C:12]([O:13][CH3:14])=[C:3]([O:2][CH3:1])[CH:4]=4)[N:9]=[CH:8][N:7]=3)[CH2:16][CH2:17]2)=[O:23])=[CH:25][CH:26]=1. The yield is 0.840.